This data is from Reaction yield outcomes from USPTO patents with 853,638 reactions. The task is: Predict the reaction yield, written as a fraction of the theoretical maximum amount of product (1.0 means a 100% yield; for example, 0.34 means a 34% yield). (1) The catalyst is O.OCC(CO)O. The reactants are S(=O)(=O)(O)O.[N+]([C:9]1[CH:10]=C(S([O-])(=O)=O)C=C[CH:14]=1)([O-])=O.[Na+].[Br:20][C:21]1[CH:27]=[CH:26][C:24]([NH2:25])=[C:23]([F:28])[CH:22]=1.N. The product is [Br:20][C:21]1[CH:27]=[C:26]2[C:24](=[C:23]([F:28])[CH:22]=1)[N:25]=[CH:10][CH:9]=[CH:14]2. The yield is 0.970. (2) The reactants are [F:1][C:2]1[CH:7]=[CH:6][C:5]([C:8]2[N:9]=[C:10]3[CH:15]=[CH:14][CH:13]=[CH:12][N:11]3[CH:16]=2)=[CH:4][CH:3]=1.[H][H]. The catalyst is C(O)C.[Pd]. The product is [F:1][C:2]1[CH:3]=[CH:4][C:5]([C:8]2[N:9]=[C:10]3[CH2:15][CH2:14][CH2:13][CH2:12][N:11]3[CH:16]=2)=[CH:6][CH:7]=1. The yield is 0.590.